This data is from Full USPTO retrosynthesis dataset with 1.9M reactions from patents (1976-2016). The task is: Predict the reactants needed to synthesize the given product. (1) Given the product [CH2:1]([O:8][C:9]1[CH:25]=[C:12]2[C:13](=[O:24])[N:14]([C:17]3[CH:22]=[CH:21][CH:20]=[C:19]([CH:26]4[CH2:28][CH2:27]4)[N:18]=3)[CH2:15][CH2:16][N:11]2[N:10]=1)[C:2]1[CH:7]=[CH:6][CH:5]=[CH:4][CH:3]=1, predict the reactants needed to synthesize it. The reactants are: [CH2:1]([O:8][C:9]1[CH:25]=[C:12]2[C:13](=[O:24])[N:14]([C:17]3[CH:22]=[CH:21][CH:20]=[C:19](Br)[N:18]=3)[CH2:15][CH2:16][N:11]2[N:10]=1)[C:2]1[CH:7]=[CH:6][CH:5]=[CH:4][CH:3]=1.[CH:26]1(B(O)O)[CH2:28][CH2:27]1.C([O-])([O-])=O.[K+].[K+]. (2) Given the product [OH:26][CH2:25][CH2:24][N:22]([CH3:23])[C:3]1[C:2]([C:35]2[NH:39][N:38]=[CH:37][CH:36]=2)=[CH:21][C:6]([C:7]([NH:9][C:10]2[CH:15]=[CH:14][C:13]([O:16][C:17]([F:20])([F:19])[F:18])=[CH:12][CH:11]=2)=[O:8])=[CH:5][N:4]=1, predict the reactants needed to synthesize it. The reactants are: Br[C:2]1[C:3]([N:22]([CH2:24][CH2:25][OH:26])[CH3:23])=[N:4][CH:5]=[C:6]([CH:21]=1)[C:7]([NH:9][C:10]1[CH:15]=[CH:14][C:13]([O:16][C:17]([F:20])([F:19])[F:18])=[CH:12][CH:11]=1)=[O:8].CC1(C)C(C)(C)OB([C:35]2[N:39](COCC[Si](C)(C)C)[N:38]=[CH:37][CH:36]=2)O1.C([O-])([O-])=O.[Na+].[Na+].C(N)CN.CCCC[N+](CCCC)(CCCC)CCCC.[F-].C1COCC1. (3) Given the product [CH2:27]([O:42][C:41]([O:43][CH2:44][N:12]1[N:11]=[C:10]([C:14]([O:16][CH2:17][CH3:18])=[O:15])[C:9]([C:7](=[O:8])[C:6]2[CH:19]=[C:20]([O:21][CH3:22])[C:3]([O:2][CH3:1])=[CH:4][C:5]=2[N+:23]([O-:25])=[O:24])=[N:13]1)=[O:26])[CH3:37], predict the reactants needed to synthesize it. The reactants are: [CH3:1][O:2][C:3]1[C:20]([O:21][CH3:22])=[CH:19][C:6]([C:7]([C:9]2[NH:13][N:12]=[N:11][C:10]=2[C:14]([O:16][CH2:17][CH3:18])=[O:15])=[O:8])=[C:5]([N+:23]([O-:25])=[O:24])[CH:4]=1.[OH2:26].[C:27]1([CH3:37])C=CC(S(O)(=O)=O)=CC=1.C=O.Cl[C:41]([O:43][CH2:44]C)=[O:42]. (4) The reactants are: [CH3:1][C:2]1([CH3:20])[O:6][CH:5]([CH2:7][N:8]2[C:16]3[CH:15]=[CH:14][N:13]=[C:12]([O:17][CH3:18])[C:11]=3[C:10](I)=[CH:9]2)[CH2:4][O:3]1.CC1(C)C(C)(C)OB([C:29]2[CH:34]=[CH:33][C:32]([S:35]([NH2:38])(=[O:37])=[O:36])=[CH:31][CH:30]=2)O1.C(=O)([O-])[O-].[K+].[K+]. Given the product [CH3:1][C:2]1([CH3:20])[O:6][CH:5]([CH2:7][N:8]2[C:16]3[CH:15]=[CH:14][N:13]=[C:12]([O:17][CH3:18])[C:11]=3[C:10]([C:29]3[CH:34]=[CH:33][C:32]([S:35]([NH2:38])(=[O:37])=[O:36])=[CH:31][CH:30]=3)=[CH:9]2)[CH2:4][O:3]1, predict the reactants needed to synthesize it. (5) Given the product [OH:1][C:2]1[C:11]2[C:6](=[CH:7][C:8]([O:12][C:13]3[CH:18]=[CH:17][CH:16]=[CH:15][CH:14]=3)=[CH:9][CH:10]=2)[C:5]([CH3:19])=[N:4][C:3]=1[C:20]([NH:24][CH2:25][C:26]([OH:28])=[O:27])=[O:21], predict the reactants needed to synthesize it. The reactants are: [OH:1][C:2]1[C:11]2[C:6](=[CH:7][C:8]([O:12][C:13]3[CH:18]=[CH:17][CH:16]=[CH:15][CH:14]=3)=[CH:9][CH:10]=2)[C:5]([CH3:19])=[N:4][C:3]=1[C:20](OC)=[O:21].[NH2:24][CH2:25][C:26]([OH:28])=[O:27].C[O-].[Na+].NCC([O-])=O.[Na+]. (6) Given the product [C:1]1([CH2:7][O:8][CH2:9][C@@H:10]([C:37]([OH:39])=[O:38])[NH:11][C:12]([C:14]2[C:23]([NH:24][C:25]([NH:27][C:28]3[C:33]([CH3:34])=[CH:32][C:31]([CH3:35])=[CH:30][C:29]=3[CH3:36])=[O:26])=[CH:22][C:21]3[C:16](=[CH:17][CH:18]=[CH:19][CH:20]=3)[CH:15]=2)=[O:13])[CH:2]=[CH:3][CH:4]=[CH:5][CH:6]=1, predict the reactants needed to synthesize it. The reactants are: [C:1]1([CH2:7][O:8][CH2:9][C@@H:10]([C:37]([O:39]C)=[O:38])[NH:11][C:12]([C:14]2[C:23]([NH:24][C:25]([NH:27][C:28]3[C:33]([CH3:34])=[CH:32][C:31]([CH3:35])=[CH:30][C:29]=3[CH3:36])=[O:26])=[CH:22][C:21]3[C:16](=[CH:17][CH:18]=[CH:19][CH:20]=3)[CH:15]=2)=[O:13])[CH:6]=[CH:5][CH:4]=[CH:3][CH:2]=1.Cl.